Predict the product of the given reaction. From a dataset of Forward reaction prediction with 1.9M reactions from USPTO patents (1976-2016). (1) Given the reactants [CH2:1]([C:5]1[N:6]=[C:7]([CH3:28])[NH:8][C:9](=[O:27])[C:10]=1[CH2:11][C:12]1[CH:17]=[CH:16][C:15]([C:18]2[C:19]([C:24]#[N:25])=[CH:20][CH:21]=[CH:22][CH:23]=2)=[CH:14][C:13]=1[F:26])[CH2:2][CH2:3][CH3:4].[O:29]1[C:33]2[CH:34]=[CH:35][C:36](B(O)O)=[CH:37][C:32]=2[CH2:31][CH2:30]1.C(N(CC)CC)C.N1C=CC=CC=1, predict the reaction product. The product is: [CH2:1]([C:5]1[N:6]=[C:7]([CH3:28])[N:8]([C:36]2[CH:35]=[CH:34][C:33]3[O:29][CH2:30][CH2:31][C:32]=3[CH:37]=2)[C:9](=[O:27])[C:10]=1[CH2:11][C:12]1[CH:17]=[CH:16][C:15]([C:18]2[C:19]([C:24]#[N:25])=[CH:20][CH:21]=[CH:22][CH:23]=2)=[CH:14][C:13]=1[F:26])[CH2:2][CH2:3][CH3:4]. (2) Given the reactants O=S(Cl)Cl.[CH2:5]([N:12]1[CH2:16][CH2:15][C:14]2([CH2:21][CH2:20][C:19]([C:23]3[CH:24]=[N:25][CH:26]=[CH:27][CH:28]=3)(O)[CH2:18][CH2:17]2)[CH2:13]1)[C:6]1[CH:11]=[CH:10][CH:9]=[CH:8][CH:7]=1, predict the reaction product. The product is: [CH2:5]([N:12]1[CH2:16][CH2:15][C:14]2([CH2:21][CH2:20][C:19]([C:23]3[CH:24]=[N:25][CH:26]=[CH:27][CH:28]=3)=[CH:18][CH2:17]2)[CH2:13]1)[C:6]1[CH:7]=[CH:8][CH:9]=[CH:10][CH:11]=1. (3) Given the reactants C([O:8][C@H:9]([CH3:26])[C:10]([NH:12][CH:13]1[CH2:18][CH2:17][N:16]([C:19]([O:21][C:22]([CH3:25])([CH3:24])[CH3:23])=[O:20])[CH2:15][CH2:14]1)=[O:11])C1C=CC=CC=1, predict the reaction product. The product is: [OH:8][C@H:9]([CH3:26])[C:10]([NH:12][CH:13]1[CH2:18][CH2:17][N:16]([C:19]([O:21][C:22]([CH3:25])([CH3:24])[CH3:23])=[O:20])[CH2:15][CH2:14]1)=[O:11]. (4) Given the reactants [NH2:1][C:2]1[S:12][C:5]2[CH2:6][N:7]([CH2:10][CH3:11])[CH2:8][CH2:9][C:4]=2[C:3]=1[C:13]([NH2:15])=[O:14].[CH:16](=O)[CH3:17].S([O-])([O-])(=O)=O.[Mg+2].C([BH3-])#N.[Na+], predict the reaction product. The product is: [CH2:10]([N:7]1[CH2:8][CH2:9][C:4]2[C:3]([C:13]([NH2:15])=[O:14])=[C:2]([NH:1][CH2:16][CH3:17])[S:12][C:5]=2[CH2:6]1)[CH3:11]. (5) Given the reactants [Cl:1][C:2]1[C:7]([C:8]2[CH:13]=[CH:12][CH:11]=[CH:10][CH:9]=2)=[N:6][N:5]=[C:4]2[N:14]([CH2:23][C:24]([OH:26])=O)[N:15]=[C:16]([C:17]3[CH:22]=[CH:21][CH:20]=[CH:19][CH:18]=3)[C:3]=12.[NH:27]1[CH2:32][CH2:31][CH2:30][CH:29]([C:33]#[N:34])[CH2:28]1.C(N(C(C)C)CC)(C)C.F[P-](F)(F)(F)(F)F.N1(OC(N(C)C)=[N+](C)C)C2N=CC=CC=2N=N1, predict the reaction product. The product is: [Cl:1][C:2]1[C:7]([C:8]2[CH:9]=[CH:10][CH:11]=[CH:12][CH:13]=2)=[N:6][N:5]=[C:4]2[N:14]([CH2:23][C:24]([N:27]3[CH2:32][CH2:31][CH2:30][CH:29]([C:33]#[N:34])[CH2:28]3)=[O:26])[N:15]=[C:16]([C:17]3[CH:18]=[CH:19][CH:20]=[CH:21][CH:22]=3)[C:3]=12. (6) The product is: [N:1]1[N:2]([C:10]2[CH:35]=[CH:34][C:13]([O:14][CH:15]([C:19]3[CH:33]=[CH:32][C:22]([C:23]([NH:25][CH2:26][CH2:27][C:28]([OH:30])=[O:29])=[O:24])=[CH:21][CH:20]=3)[CH2:16][CH2:17][CH3:18])=[CH:12][C:11]=2[CH3:36])[CH:3]=[C:4]2[C:9]=1[CH:8]=[CH:7][CH:6]=[CH:5]2. Given the reactants [N:1]1[N:2]([C:10]2[CH:35]=[CH:34][C:13]([O:14][CH:15]([C:19]3[CH:33]=[CH:32][C:22]([C:23]([NH:25][CH2:26][CH2:27][C:28]([O:30]C)=[O:29])=[O:24])=[CH:21][CH:20]=3)[CH2:16][CH2:17][CH3:18])=[CH:12][C:11]=2[CH3:36])[CH:3]=[C:4]2[C:9]=1[CH:8]=[CH:7][CH:6]=[CH:5]2.C(=O)=O, predict the reaction product.